This data is from Catalyst prediction with 721,799 reactions and 888 catalyst types from USPTO. The task is: Predict which catalyst facilitates the given reaction. (1) Reactant: [Br:1][C:2]1[C:3]([NH2:22])=[N:4][CH:5]=[C:6]([C:8]2[CH:13]=[CH:12][C:11]([O:14][Si:15]([C:18]([CH3:21])([CH3:20])[CH3:19])([CH3:17])[CH3:16])=[CH:10][CH:9]=2)[N:7]=1.[Si:23]([O:30][C:31]1[CH:36]=[CH:35][C:34]([CH2:37][C:38](Cl)=[O:39])=[CH:33][CH:32]=1)([C:26]([CH3:29])([CH3:28])[CH3:27])([CH3:25])[CH3:24].O. Product: [Br:1][C:2]1[C:3]([NH:22][C:38](=[O:39])[CH2:37][C:34]2[CH:33]=[CH:32][C:31]([O:30][Si:23]([C:26]([CH3:28])([CH3:27])[CH3:29])([CH3:24])[CH3:25])=[CH:36][CH:35]=2)=[N:4][CH:5]=[C:6]([C:8]2[CH:9]=[CH:10][C:11]([O:14][Si:15]([C:18]([CH3:19])([CH3:21])[CH3:20])([CH3:16])[CH3:17])=[CH:12][CH:13]=2)[N:7]=1. The catalyst class is: 341. (2) Reactant: [CH3:1][C:2]1[N:7]=[C:6]([C:8]([O:10]C)=[O:9])[C:5]([C:12]2[O:16][N:15]=[C:14]([CH3:17])[CH:13]=2)=[CH:4][CH:3]=1.[Li+:18].[OH-]. Product: [Li+:18].[CH3:1][C:2]1[N:7]=[C:6]([C:8]([O-:10])=[O:9])[C:5]([C:12]2[O:16][N:15]=[C:14]([CH3:17])[CH:13]=2)=[CH:4][CH:3]=1. The catalyst class is: 88.